From a dataset of Full USPTO retrosynthesis dataset with 1.9M reactions from patents (1976-2016). Predict the reactants needed to synthesize the given product. (1) Given the product [CH2:32]1[C:38](=[O:39])[N:44]([O:8][C:7]([C:6]2[CH:1]=[CH:2][C:3]3[C:27]([O:26][C:10]4([C:20]5[CH:21]=[CH:22][C:23]([OH:25])=[CH:24][C:19]=5[O:18][C:12]5[CH:13]=[C:14]([OH:17])[CH:15]=[CH:16][C:11]4=5)[C:4]=3[CH:5]=2)=[O:28])=[O:9])[C:35](=[O:36])[CH2:33]1, predict the reactants needed to synthesize it. The reactants are: [CH:1]1[C:6]([C:7]([OH:9])=[O:8])=[CH:5][C:4]2[C:10]3([O:26][C:27](=[O:28])[C:3]=2[CH:2]=1)[C:20]1[CH:21]=[CH:22][C:23]([OH:25])=[CH:24][C:19]=1[O:18][C:12]1[CH:13]=[C:14]([OH:17])[CH:15]=[CH:16][C:11]3=1.C1C=[C:33]2[C:35](C(O)(O)[C:38](=[O:39])[C:32]2=CC=1)=[O:36].CC[N:44](C(C)C)C(C)C.CN(C=O)C. (2) Given the product [CH:1]1([C:7]2[S:8][C:9]([C:13]([OH:15])=[O:14])=[C:10]([CH3:12])[N:11]=2)[CH2:2][CH2:3][CH2:4][CH2:5][CH2:6]1, predict the reactants needed to synthesize it. The reactants are: [CH:1]1([C:7]2[S:8][C:9]([C:13]([O:15]CC)=[O:14])=[C:10]([CH3:12])[N:11]=2)[CH2:6][CH2:5][CH2:4][CH2:3][CH2:2]1.[OH-].[Na+]. (3) Given the product [CH:13]1([C:9]2[CH:8]=[C:7]([C:16]([O:18][CH3:19])=[O:17])[C:6](=[O:20])[N:5]3[C:10]=2[C:11]([CH3:12])=[C:2]([C:35]2[CH:36]=[C:37]4[C:41](=[CH:42][CH:43]=2)[NH:40][N:39]=[CH:38]4)[CH:3]=[CH:4]3)[CH2:15][CH2:14]1, predict the reactants needed to synthesize it. The reactants are: Cl[C:2]1[CH:3]=[CH:4][N:5]2[C:10]([C:11]=1[CH3:12])=[C:9]([CH:13]1[CH2:15][CH2:14]1)[CH:8]=[C:7]([C:16]([O:18][CH3:19])=[O:17])[C:6]2=[O:20].C(=O)([O-])[O-].[Cs+].[Cs+].CC1(C)C(C)(C)OB([C:35]2[CH:36]=[C:37]3[C:41](=[CH:42][CH:43]=2)[NH:40][N:39]=[CH:38]3)O1.COCCOC. (4) The reactants are: [F:1][C@@H:2]1[CH2:7][C@H:6]2[C@H:8]3[C@H:18]([CH2:19][CH2:20][C@:4]2([CH3:5])[C:3]1=[O:21])[C@:16]1([CH3:17])[C@H:11]([CH2:12][CH2:13][CH2:14][CH2:15]1)[CH2:10][CH2:9]3.C[OH:23]. Given the product [OH:23][CH:9]1[CH2:10][C@@H:11]2[C@:16]([CH3:17])([CH2:15][CH2:14][CH2:13][CH2:12]2)[C@@H:18]2[C@@H:8]1[C@H:6]1[C@@:4]([CH2:20][CH2:19]2)([CH3:5])[C:3](=[O:21])[C@H:2]([F:1])[CH2:7]1, predict the reactants needed to synthesize it.